Binary Classification. Given a miRNA mature sequence and a target amino acid sequence, predict their likelihood of interaction. From a dataset of Experimentally validated miRNA-target interactions with 360,000+ pairs, plus equal number of negative samples. (1) The miRNA is hsa-miR-16-5p with sequence UAGCAGCACGUAAAUAUUGGCG. The protein sequence of the target gene is MGDDSEWLKLPVDQKCEHKLWKARLSGYEEALKIFQKIKDEKSPEWSKFLGLIKKFVTDSNAVVQLKGLEAALVYVENAHVAGKTTGEVVSGVVSKVFNQPKAKAKELGIEICLMYIEIEKGEAVQEELLKGLDNKNPKIIVACIETLRKALSEFGSKIILLKPIIKVLPKLFESREKAVRDEAKLIAVEIYRWIRDALRPPLQNINSVQLKELEEEWVKLPTSAPRPTRFLRSQQELEAKLEQQQSAGGDAEGGGDDGDEVPQIDAYELLEAVEILSKLPKDFYDKIEAKKWQERKEAL.... Result: 1 (interaction). (2) The miRNA is hsa-miR-4431 with sequence GCGACUCUGAAAACUAGAAGGU. The protein sequence of the target gene is MAALGDIQESPSVPSPVSLSSPGTPGTQHHEPQLHLHGHQHGSPGSSPKVLSQPSDLDLQDVEEVEIGRDTFWPDSEPKPEQAPRSPGSQAPDEGAGGALRSLLRSLPRRARCSAGFGPESSAERPAGQPPGAVPCAQPRGAWRVTLVQQAAAGPEGAPERAAELGVNFGRSRQGSARGAKPHRCEACGKSFKYNSLLLKHQRIHTGEKPYACHECGKRFRGWSGFIQHHRIHTGEKPYECGQCGRAFSHSSHFTQHLRIHNGEKPYKCGECGQAFSQSSNLVRHQRLHTGEKPYACSQC.... Result: 0 (no interaction). (3) The miRNA is hsa-miR-22-3p with sequence AAGCUGCCAGUUGAAGAACUGU. The protein sequence of the target gene is MEPNSLQWVGSPCGLHGPYIFYKAFQFHLEGKPRILSLGDFFFVRCTPKDPICIAELQLLWEERTSRQLLSSSKLYFLPEDTPQGRNSDHGEDEVIAVSEKVIVKLEDLVKWVHSDFSKWRCGFHAGPVKTEALGRNGQKEALLKYRQSTLNSGLNFKDVLKEKADLGEDEEETNVIVLSYPQYCRYRSMLKRIQDKPSSILTDQFALALGGIAVVSRNPQILYCRDTFDHPTLIENESICDEFAPNLKGRPRKKKPCPQRRDSFSGVKDSNNNSDGKAVAKVKCEARSALTKPKNNHNC.... Result: 1 (interaction).